From a dataset of Full USPTO retrosynthesis dataset with 1.9M reactions from patents (1976-2016). Predict the reactants needed to synthesize the given product. (1) Given the product [Br:16][C:15]1[C:14]2[C:9](=[CH:10][CH:11]=[C:12]([O:17][CH3:18])[CH:13]=2)[N:8]=[CH:7][C:6]=1[C:4]([OH:5])=[O:3], predict the reactants needed to synthesize it. The reactants are: C([O:3][C:4]([C:6]1[CH:7]=[N:8][C:9]2[C:14]([C:15]=1[Br:16])=[CH:13][C:12]([O:17][CH3:18])=[CH:11][CH:10]=2)=[O:5])C.[OH-].[Na+].CO.C(Cl)Cl.Cl. (2) The reactants are: [N:1]1([C:7]2=[N:8][C:9]3[CH:21]=[CH:20][CH:19]=[CH:18][C:10]=3[S:11][C:12]3[CH:17]=[CH:16][CH:15]=[CH:14][C:13]2=3)[CH2:6][CH2:5][NH:4][CH2:3][CH2:2]1.Br[CH2:23][CH2:24][OH:25].C(=O)([O-])[O-].[K+].[K+].[I-].[Na+]. Given the product [CH:14]1[C:13]2[C:7]([N:1]3[CH2:2][CH2:3][N:4]([CH2:23][CH2:24][OH:25])[CH2:5][CH2:6]3)=[N:8][C:9]3[CH:21]=[CH:20][CH:19]=[CH:18][C:10]=3[S:11][C:12]=2[CH:17]=[CH:16][CH:15]=1, predict the reactants needed to synthesize it.